Dataset: Reaction yield outcomes from USPTO patents with 853,638 reactions. Task: Predict the reaction yield, written as a fraction of the theoretical maximum amount of product (1.0 means a 100% yield; for example, 0.34 means a 34% yield). (1) The reactants are Br[CH2:2][C:3]([C:5]1[CH:6]=[CH:7][C:8]2[C:17]3[CH:16]=[C:15]4[CH2:18][CH2:19][CH2:20][C:21](=[O:22])[C:14]4=[CH:13][C:12]=3[O:11][CH2:10][C:9]=2[CH:23]=1)=[O:4].[C:24]([O:28][C:29]([N:31]1[CH2:35][C@@H:34]([CH3:36])[CH2:33][C@H:32]1[C:37]([OH:39])=[O:38])=[O:30])([CH3:27])([CH3:26])[CH3:25].CCN(C(C)C)C(C)C. The catalyst is CC#N.CCOC(C)=O. The product is [CH3:36][C@@H:34]1[CH2:35][N:31]([C:29]([O:28][C:24]([CH3:25])([CH3:27])[CH3:26])=[O:30])[C@H:32]([C:37]([O:39][CH2:2][C:3](=[O:4])[C:5]2[CH:6]=[CH:7][C:8]3[C:17]4[CH:16]=[C:15]5[CH2:18][CH2:19][CH2:20][C:21](=[O:22])[C:14]5=[CH:13][C:12]=4[O:11][CH2:10][C:9]=3[CH:23]=2)=[O:38])[CH2:33]1. The yield is 0.690. (2) The reactants are C[O:2][C:3](=[O:28])[CH:4]([NH:16][C:17]([CH3:27])=[CH:18][C:19](=[O:26])[C:20]1[CH:21]=[N:22][CH:23]=[CH:24][CH:25]=1)[CH2:5][C:6]1[CH:11]=[CH:10][C:9]([O:12][CH2:13][CH2:14]Br)=[CH:8][CH:7]=1.[CH:29]1[C:41]2[NH:40][C:39]3[C:34](=[CH:35][CH:36]=[CH:37][CH:38]=3)[C:33]=2[CH:32]=[CH:31][CH:30]=1.[OH-].[Na+]. The catalyst is C1C=CC=CC=1.[Br-].C([N+](CCCC)(CCCC)CCCC)CCC. The product is [CH3:27][C:17]([NH:16][CH:4]([CH2:5][C:6]1[CH:11]=[CH:10][C:9]([O:12][CH2:13][CH2:14][C:38]2[C:39]3[NH:40][C:41]4[C:33](=[CH:32][CH:31]=[CH:30][CH:29]=4)[C:34]=3[CH:35]=[CH:36][CH:37]=2)=[CH:8][CH:7]=1)[C:3]([OH:2])=[O:28])=[CH:18][C:19](=[O:26])[C:20]1[CH:21]=[N:22][CH:23]=[CH:24][CH:25]=1. The yield is 0.160. (3) The reactants are C([O:8][C:9]1[CH:38]=[CH:37][C:12]2[NH:13][C:14]([C:19]3[C:20](=[O:36])[C:21]([CH2:33][CH2:34][CH3:35])([CH2:30][CH2:31][CH3:32])[C:22]4[C:27]([C:28]=3[OH:29])=[CH:26][CH:25]=[CH:24][CH:23]=4)=[N:15][S:16](=[O:18])(=[O:17])[C:11]=2[CH:10]=1)C1C=CC=CC=1. The catalyst is [Pd]. The product is [OH:29][C:28]1[C:27]2[C:22](=[CH:23][CH:24]=[CH:25][CH:26]=2)[C:21]([CH2:30][CH2:31][CH3:32])([CH2:33][CH2:34][CH3:35])[C:20](=[O:36])[C:19]=1[C:14]1[NH:13][C:12]2[CH:37]=[CH:38][C:9]([OH:8])=[CH:10][C:11]=2[S:16](=[O:17])(=[O:18])[N:15]=1. The yield is 0.940. (4) The reactants are [C:1]([O:5][C:6]([N:8]1[CH2:13][CH:12]([C:14]([OH:16])=O)[CH2:11][CH:10]([C:17]([OH:19])=[O:18])[CH2:9]1)=[O:7])([CH3:4])([CH3:3])[CH3:2].FC(F)(F)C(OC(=O)C(F)(F)F)=O.CCCCCCC. The catalyst is O1CCCC1. The product is [O:16]=[C:14]1[O:19][C:17](=[O:18])[CH:10]2[CH2:11][CH:12]1[CH2:13][N:8]([C:6]([O:5][C:1]([CH3:2])([CH3:3])[CH3:4])=[O:7])[CH2:9]2. The yield is 0.861. (5) The reactants are CO.[N+:3]([C:6]1[C:15]2[C:10](=[CH:11][CH:12]=[CH:13][CH:14]=2)[CH:9]=[CH:8][C:7]=1[NH:16][C:17]1[CH:22]=[CH:21][C:20]([C:23]2[N:24]([CH2:28][CH2:29][C:30]3[CH:35]=[CH:34][CH:33]=[CH:32][CH:31]=3)[CH:25]=[CH:26][N:27]=2)=[CH:19][CH:18]=1)([O-])=O.C(=O)([O-])[O-].[Na+].[Na+].Cl[C:43]([CH2:45][C:46]([O:48][CH2:49][CH3:50])=[O:47])=[O:44]. The catalyst is O1CCCC1.C(Cl)(Cl)Cl.[Pt]=O. The product is [O:44]=[C:43]([NH:3][C:6]1[C:15]2[C:10](=[CH:11][CH:12]=[CH:13][CH:14]=2)[CH:9]=[CH:8][C:7]=1[NH:16][C:17]1[CH:22]=[CH:21][C:20]([C:23]2[N:24]([CH2:28][CH2:29][C:30]3[CH:35]=[CH:34][CH:33]=[CH:32][CH:31]=3)[CH:25]=[CH:26][N:27]=2)=[CH:19][CH:18]=1)[CH2:45][C:46]([O:48][CH2:49][CH3:50])=[O:47]. The yield is 0.550.